Dataset: Catalyst prediction with 721,799 reactions and 888 catalyst types from USPTO. Task: Predict which catalyst facilitates the given reaction. (1) Reactant: Br[C:2]1[CH:7]=[CH:6][C:5]([N:8]2[CH2:12][CH2:11][CH2:10][CH:9]2[CH3:13])=[C:4]([CH2:14][O:15][CH3:16])[CH:3]=1.C([Li])CCC.[C:22](=[O:24])=[O:23]. Product: [CH3:16][O:15][CH2:14][C:4]1[CH:3]=[C:2]([CH:7]=[CH:6][C:5]=1[N:8]1[CH2:12][CH2:11][CH2:10][CH:9]1[CH3:13])[C:22]([OH:24])=[O:23]. The catalyst class is: 1. (2) Reactant: [NH2:1][C:2]1[C:19]([NH2:20])=[CH:18][C:5]([C:6]([NH:8][C:9]2[CH:17]=[C:16]3[C:12]([CH:13]=[N:14][NH:15]3)=[CH:11][CH:10]=2)=[O:7])=[C:4]([N:21]2[CH2:26][CH2:25][N:24]([CH3:27])[CH2:23][CH2:22]2)[CH:3]=1.[C:28](C1NC=CN=1)(C1NC=CN=1)=[S:29]. Product: [NH:15]1[C:16]2[C:12](=[CH:11][CH:10]=[C:9]([NH:8][C:6]([C:5]3[C:4]([N:21]4[CH2:26][CH2:25][N:24]([CH3:27])[CH2:23][CH2:22]4)=[CH:3][C:2]4[NH:1][C:28]([SH:29])=[N:20][C:19]=4[CH:18]=3)=[O:7])[CH:17]=2)[CH:13]=[N:14]1. The catalyst class is: 3. (3) Reactant: [CH3:1][C:2]1[CH2:7][CH2:6][C@H:5]([CH:8]([CH3:10])[CH3:9])[C@@H:4]([OH:11])[CH:3]=1. Product: [CH:2]1([CH3:1])[CH2:7][CH2:6][CH:5]([CH:8]([CH3:9])[CH3:10])[CH:4]([OH:11])[CH2:3]1.[CH3:1][C@H:2]1[CH2:3][C@H:4]([OH:11])[C@@H:5]([CH:8]([CH3:10])[CH3:9])[CH2:6][CH2:7]1. The catalyst class is: 45.